Dataset: Full USPTO retrosynthesis dataset with 1.9M reactions from patents (1976-2016). Task: Predict the reactants needed to synthesize the given product. (1) The reactants are: [CH3:1][CH:2]1[CH2:7][CH2:6][CH2:5][CH2:4][CH:3]1[NH2:8].[F:9][C:10]1[C:18]([F:19])=[C:17]([F:20])[C:16]([F:21])=[C:15]([F:22])[C:11]=1[C:12](Cl)=[O:13]. Given the product [CH3:1][CH:2]1[CH2:7][CH2:6][CH2:5][CH2:4][CH:3]1[NH:8][C:12](=[O:13])[C:11]1[C:15]([F:22])=[C:16]([F:21])[C:17]([F:20])=[C:18]([F:19])[C:10]=1[F:9], predict the reactants needed to synthesize it. (2) Given the product [CH2:1]([O:4][N:5]1[C:30](=[O:32])[N:8]2[CH2:7][C@H:6]1[C:11]([C:12]([N:14]([CH3:16])[CH3:15])=[O:13])=[CH:10][C@H:9]2[CH2:17][O:18][CH3:19])[CH:2]=[CH2:3], predict the reactants needed to synthesize it. The reactants are: [CH2:1]([O:4][NH:5][C@@H:6]1[C:11]([C:12]([N:14]([CH3:16])[CH3:15])=[O:13])=[CH:10][C@@H:9]([CH2:17][O:18][CH3:19])[NH:8][CH2:7]1)[CH:2]=[CH2:3].CCN(C(C)C)C(C)C.Cl[C:30](Cl)([O:32]C(=O)OC(Cl)(Cl)Cl)Cl. (3) Given the product [C:36]([O:35][C@H:29]1[C@@H:30]([O:31][C:32](=[O:34])[CH3:33])[C@H:24]([O:23][C:20](=[O:22])[CH3:21])[C@@H:25]([O:17]/[C:6](/[C:5]([O:4][CH2:2][CH3:3])=[O:18])=[CH:7]\[C:8]2[CH:13]=[CH:12][CH:11]=[CH:10][C:9]=2[N+:14]([O-:16])=[O:15])[O:27][C@H:28]1[CH2:39][O:40][C:41](=[O:43])[CH3:42])(=[O:38])[CH3:37], predict the reactants needed to synthesize it. The reactants are: [K].[CH2:2]([O:4][C:5](=[O:18])/[C:6](/[O-:17])=[CH:7]/[C:8]1[CH:13]=[CH:12][CH:11]=[CH:10][C:9]=1[N+:14]([O-:16])=[O:15])[CH3:3].[K+].[C:20]([O:23][C@@H:24]1[C@@H:30]([O:31][C:32](=[O:34])[CH3:33])[C@@H:29]([O:35][C:36](=[O:38])[CH3:37])[C@@H:28]([CH2:39][O:40][C:41](=[O:43])[CH3:42])[O:27][C@@H:25]1O)(=[O:22])[CH3:21]. (4) Given the product [CH2:32]([O:31][P:29]([CH2:39][CH2:40][O:1][CH2:2][C:3]1[CH:16]=[CH:15][C:14]2[O:13][C:12]3[C:7]4=[C:8]([C:17](=[O:20])[NH:18][N:19]=[C:6]4[C:5]=2[CH:4]=1)[CH:9]=[CH:10][CH:11]=3)(=[O:30])[O:28][CH2:21][C:22]1[CH:23]=[CH:24][CH:25]=[CH:26][CH:27]=1)[C:33]1[CH:34]=[CH:35][CH:36]=[CH:37][CH:38]=1, predict the reactants needed to synthesize it. The reactants are: [OH:1][CH2:2][C:3]1[CH:16]=[CH:15][C:14]2[O:13][C:12]3[C:7]4=[C:8]([C:17](=[O:20])[NH:18][N:19]=[C:6]4[C:5]=2[CH:4]=1)[CH:9]=[CH:10][CH:11]=3.[CH2:21]([O:28][P:29]([CH2:39][CH2:40]C(O)=O)([O:31][CH2:32][C:33]1[CH:38]=[CH:37][CH:36]=[CH:35][CH:34]=1)=[O:30])[C:22]1[CH:27]=[CH:26][CH:25]=[CH:24][CH:23]=1.C(Cl)CCl. (5) Given the product [Br:1][C:2]1[CH:3]=[C:4]([C:8]2([CH:15]([F:17])[F:16])[CH2:9][O:10][CH2:11][C:12]([NH2:18])=[N:13]2)[CH:5]=[CH:6][CH:7]=1, predict the reactants needed to synthesize it. The reactants are: [Br:1][C:2]1[CH:3]=[C:4]([C:8]2([CH:15]([F:17])[F:16])[NH:13][C:12](=S)[CH2:11][O:10][CH2:9]2)[CH:5]=[CH:6][CH:7]=1.[NH3:18]. (6) The reactants are: [CH:1]1([CH2:5][C@H:6]([NH:13][C:14](=[O:20])[O:15][C:16]([CH3:19])([CH3:18])[CH3:17])[C:7](N(OC)C)=[O:8])[CH2:4][CH2:3][CH2:2]1.[H-].[Al+3].[Li+].[H-].[H-].[H-]. Given the product [CH:1]1([CH2:5][C@H:6]([NH:13][C:14](=[O:20])[O:15][C:16]([CH3:18])([CH3:17])[CH3:19])[CH:7]=[O:8])[CH2:4][CH2:3][CH2:2]1, predict the reactants needed to synthesize it. (7) The reactants are: [N:1]1[N:5]2[C:6]3[CH:14]=[CH:13][CH:12]=[CH:11][C:7]=3[O:8][CH2:9][CH2:10][C:4]2=[N:3][C:2]=1[C:15]([OH:17])=O.C[N:19](C)C=O.F[P-](F)(F)(F)(F)F.C[N+](C)=C(N(C)C)ON1C2N=CC=CC=2N=N1.ClC1C=CC2N=NN(O)C=2C=1.[Cl-].[NH4+].C(N(CC)C(C)C)(C)C. Given the product [N:1]1[N:5]2[C:6]3[CH:14]=[CH:13][CH:12]=[CH:11][C:7]=3[O:8][CH2:9][CH2:10][C:4]2=[N:3][C:2]=1[C:15]([NH2:19])=[O:17], predict the reactants needed to synthesize it. (8) Given the product [CH2:19]([N:23]([C:6]1[C:5]([CH2:9][CH3:10])=[C:4]([Cl:11])[N:3]=[C:2]([CH3:1])[N:7]=1)[CH2:24][CH3:25])[CH2:20][CH2:21][CH3:22], predict the reactants needed to synthesize it. The reactants are: [CH3:1][C:2]1[N:7]=[C:6](Cl)[C:5]([CH2:9][CH3:10])=[C:4]([Cl:11])[N:3]=1.C(N(CC)CC)C.[CH2:19]([NH:23][CH2:24][CH3:25])[CH2:20][CH2:21][CH3:22].